This data is from Reaction yield outcomes from USPTO patents with 853,638 reactions. The task is: Predict the reaction yield, written as a fraction of the theoretical maximum amount of product (1.0 means a 100% yield; for example, 0.34 means a 34% yield). (1) The catalyst is CCO. The yield is 0.220. The reactants are [CH3:1][C:2]12[CH2:22][CH:6]([N:7]([C:9]([C:11]3[CH:16]=[CH:15][C:14]([NH:17][C:18](=[O:21])[CH:19]=[CH2:20])=[CH:13][CH:12]=3)=[O:10])[CH2:8]1)[CH2:5][C:4]([CH3:24])([CH3:23])[CH2:3]2.[NH:25]1[CH2:30][CH2:29][CH2:28][CH2:27][CH2:26]1. The product is [N:25]1([CH2:20][CH2:19][C:18]([NH:17][C:14]2[CH:13]=[CH:12][C:11]([C:9]([N:7]3[CH2:8][C:2]4([CH3:1])[CH2:22][CH:6]3[CH2:5][C:4]([CH3:24])([CH3:23])[CH2:3]4)=[O:10])=[CH:16][CH:15]=2)=[O:21])[CH2:30][CH2:29][CH2:28][CH2:27][CH2:26]1. (2) The reactants are Br[CH2:2][CH2:3][CH3:4].[Cl:5][C:6]1N=[CH:8][C:9]2[NH:14][CH:13]=[CH:12][C:10]=2[N:11]=1.[C:15](=O)([O-])[O-].[Cs+].[Cs+]. The catalyst is CN(C=O)C. The product is [Cl:5][C:6]1[N:11]=[C:10]2[CH:12]=[CH:13][N:14]([CH2:2][CH2:3][CH3:4])[C:9]2=[CH:8][CH:15]=1. The yield is 0.860. (3) The reactants are CC1(C)C(C)(C)OB([C:9]2[CH:10]=[C:11]3[C:15](=[CH:16][CH:17]=2)[N:14]([C:18]([O:20][C:21]([CH3:24])([CH3:23])[CH3:22])=[O:19])[CH:13]=[CH:12]3)O1.Br[C:27]1[C:28]([N:47]([CH3:52])[S:48]([CH3:51])(=[O:50])=[O:49])=[CH:29][C:30]2[O:34][C:33]([C:35]3[CH:40]=[CH:39][C:38]([F:41])=[CH:37][CH:36]=3)=[C:32]([C:42]([NH:44][CH3:45])=[O:43])[C:31]=2[CH:46]=1.[O-]P([O-])([O-])=O.[K+].[K+].[K+]. The catalyst is CN(C=O)C.C1C=CC(P(C2C=CC=CC=2)[C-]2C=CC=C2)=CC=1.C1C=CC(P(C2C=CC=CC=2)[C-]2C=CC=C2)=CC=1.Cl[Pd]Cl.[Fe+2]. The product is [F:41][C:38]1[CH:39]=[CH:40][C:35]([C:33]2[O:34][C:30]3[CH:29]=[C:28]([N:47]([CH3:52])[S:48]([CH3:51])(=[O:49])=[O:50])[C:27]([C:9]4[CH:10]=[C:11]5[C:15](=[CH:16][CH:17]=4)[N:14]([C:18]([O:20][C:21]([CH3:22])([CH3:23])[CH3:24])=[O:19])[CH:13]=[CH:12]5)=[CH:46][C:31]=3[C:32]=2[C:42](=[O:43])[NH:44][CH3:45])=[CH:36][CH:37]=1. The yield is 0.769. (4) The reactants are [Cl-].[Cl:2][C:3]1[C:12]2[C:7](=[CH:8][C:9]([C:13]#[N:14])=[CH:10][CH:11]=2)[CH:6]=[CH:5][C:4]=1[O:15][CH2:16][CH2:17][NH3+:18].[CH3:19][C:20]1[O:24][C:23]([CH:25]=O)=[CH:22][CH:21]=1. No catalyst specified. The product is [Cl:2][C:3]1[C:4]([O:15][CH2:16][CH2:17][NH:18][CH2:25][C:23]2[O:24][C:20]([CH3:19])=[CH:21][CH:22]=2)=[CH:5][CH:6]=[C:7]2[C:12]=1[CH:11]=[CH:10][C:9]([C:13]#[N:14])=[CH:8]2. The yield is 0.770.